From a dataset of Peptide-MHC class I binding affinity with 185,985 pairs from IEDB/IMGT. Regression. Given a peptide amino acid sequence and an MHC pseudo amino acid sequence, predict their binding affinity value. This is MHC class I binding data. (1) The peptide sequence is SHAAIGAYL. The MHC is HLA-A02:19 with pseudo-sequence HLA-A02:19. The binding affinity (normalized) is 0.0847. (2) The peptide sequence is MYPFIFFIV. The MHC is HLA-A23:01 with pseudo-sequence HLA-A23:01. The binding affinity (normalized) is 0.898.